This data is from Forward reaction prediction with 1.9M reactions from USPTO patents (1976-2016). The task is: Predict the product of the given reaction. Given the reactants [C:1]([C:5]1[CH:12]=[CH:11][C:8]([CH2:9][NH2:10])=[CH:7][CH:6]=1)([CH3:4])([CH3:3])[CH3:2].[F:13][C:14]([F:20])([F:19])[CH2:15][CH2:16][CH:17]=O.[BH4-].[Na+], predict the reaction product. The product is: [C:1]([C:5]1[CH:6]=[CH:7][C:8]([CH2:9][NH:10][CH2:17][CH2:16][CH2:15][C:14]([F:20])([F:19])[F:13])=[CH:11][CH:12]=1)([CH3:4])([CH3:2])[CH3:3].